From a dataset of Forward reaction prediction with 1.9M reactions from USPTO patents (1976-2016). Predict the product of the given reaction. (1) Given the reactants [CH3:1][C:2]1[N:3]([C:8]2[N:13]=[C:12]([CH2:14][C:15]([N:17]3[C:25]4[C:20](=[CH:21][C:22]([NH2:26])=[CH:23][CH:24]=4)[CH2:19][CH2:18]3)=[O:16])[CH:11]=[CH:10][CH:9]=2)[C:4]([CH3:7])=[CH:5][CH:6]=1.[F:27][C:28]1[CH:33]=[CH:32][C:31]([C:34]2[CH2:39][CH2:38][CH2:37][CH2:36][C:35]=2[C:40](O)=[O:41])=[CH:30][CH:29]=1.O.ON1C2C=CC=CC=2N=N1.CN(C)CCCN=C=NCC, predict the reaction product. The product is: [CH3:1][C:2]1[N:3]([C:8]2[N:13]=[C:12]([CH2:14][C:15]([N:17]3[C:25]4[C:20](=[CH:21][C:22]([NH:26][C:40]([C:35]5[CH2:36][CH2:37][CH2:38][CH2:39][C:34]=5[C:31]5[CH:30]=[CH:29][C:28]([F:27])=[CH:33][CH:32]=5)=[O:41])=[CH:23][CH:24]=4)[CH2:19][CH2:18]3)=[O:16])[CH:11]=[CH:10][CH:9]=2)[C:4]([CH3:7])=[CH:5][CH:6]=1. (2) Given the reactants [CH2:1]([NH:8][C:9]([C:11]1[S:12][C:13]([C:17]2[N:21]=[CH:20][NH:19][N:18]=2)=[CH:14][C:15]=1[CH3:16])=[O:10])[C:2]1[CH:7]=[CH:6][CH:5]=[CH:4][CH:3]=1.C(=O)([O-])[O-].[K+].[K+].[F:28][C:29]1[CH:36]=[CH:35][C:32]([CH2:33]Br)=[CH:31][CH:30]=1, predict the reaction product. The product is: [CH2:1]([NH:8][C:9]([C:11]1[S:12][C:13]([C:17]2[N:21]=[CH:20][N:19]([CH2:33][C:32]3[CH:35]=[CH:36][C:29]([F:28])=[CH:30][CH:31]=3)[N:18]=2)=[CH:14][C:15]=1[CH3:16])=[O:10])[C:2]1[CH:7]=[CH:6][CH:5]=[CH:4][CH:3]=1. (3) Given the reactants [CH3:1][N:2]([C:10]1([CH2:13][O:14][C:15]2[CH:16]=[N:17][CH:18]=[CH:19][CH:20]=2)[CH2:12][CH2:11]1)C(=O)OC(C)(C)C.[ClH:21], predict the reaction product. The product is: [ClH:21].[CH3:1][NH:2][C:10]1([CH2:13][O:14][C:15]2[CH:16]=[N:17][CH:18]=[CH:19][CH:20]=2)[CH2:12][CH2:11]1. (4) Given the reactants [Br:1]C1C2SC(C3CC3)=NC=2C=C(C)C=1C=C.ClC1C=C[C:21]([C:24]2C3SC=NC=3C=C(C)C=2C=C)=[CH:20]C=1.[C:36]([O:42][CH2:43][C@@H:44]([O:62][C:63]([CH3:66])([CH3:65])[CH3:64])[C:45]1[C:53]([CH3:54])=[CH:52][C:48]2[N:49]=[CH:50][S:51][C:47]=2[C:46]=1C1C=CC(Cl)=CC=1)(=[O:41])[C:37]([CH3:40])([CH3:39])[CH3:38], predict the reaction product. The product is: [C:36]([O:42][CH2:43][C@H:44]([C:45]1[C:53]([CH3:54])=[CH:52][C:48]2[N:49]=[C:50]([CH:24]3[CH2:21][CH2:20]3)[S:51][C:47]=2[C:46]=1[Br:1])[O:62][C:63]([CH3:66])([CH3:64])[CH3:65])(=[O:41])[C:37]([CH3:38])([CH3:40])[CH3:39]. (5) Given the reactants [NH2:1][C:2]1[CH:7]=[CH:6][CH:5]=[CH:4][C:3]=1[NH:8][C:9](=O)[CH2:10][C:11]1[N:12]=[C:13]([C:23]2[CH:28]=[CH:27][CH:26]=[CH:25][C:24]=2[O:29][CH3:30])[N:14]([C:16]2[CH:21]=[CH:20][C:19]([Cl:22])=[CH:18][CH:17]=2)[CH:15]=1.C(=O)(O)[O-].[Na+].[OH-].[Na+], predict the reaction product. The product is: [ClH:22].[Cl:22][C:19]1[CH:18]=[CH:17][C:16]([N:14]2[CH:15]=[C:11]([CH2:10][C:9]3[NH:8][C:3]4[CH:4]=[CH:5][CH:6]=[CH:7][C:2]=4[N:1]=3)[N:12]=[C:13]2[C:23]2[CH:28]=[CH:27][CH:26]=[CH:25][C:24]=2[O:29][CH3:30])=[CH:21][CH:20]=1. (6) Given the reactants [CH2:1]([C:5]1[CH:10]=[CH:9][C:8]([C:11](=[O:24])[CH:12]([C:14]2[CH:19]=[CH:18][C:17]([CH2:20][CH2:21][CH2:22][CH3:23])=[CH:16][CH:15]=2)[OH:13])=[CH:7][CH:6]=1)[CH2:2][CH2:3][CH3:4], predict the reaction product. The product is: [CH2:20]([C:17]1[CH:18]=[CH:19][C:14]([C:12](=[O:13])[C:11]([C:8]2[CH:9]=[CH:10][C:5]([CH2:1][CH2:2][CH2:3][CH3:4])=[CH:6][CH:7]=2)=[O:24])=[CH:15][CH:16]=1)[CH2:21][CH2:22][CH3:23]. (7) Given the reactants C1(=O)[N:5]([CH2:6][CH2:7][C:8]2[N:13]=[C:12]([NH:14][C:15]([NH:17][C:18]3[N:19]=[C:20]([C:23]4[CH:28]=[CH:27][N:26]=[CH:25][CH:24]=4)[S:21][CH:22]=3)=[O:16])[CH:11]=[CH:10][CH:9]=2)C(=O)C2=CC=CC=C12.CCO.O.NN, predict the reaction product. The product is: [NH2:5][CH2:6][CH2:7][C:8]1[N:13]=[C:12]([NH:14][C:15]([NH:17][C:18]2[N:19]=[C:20]([C:23]3[CH:24]=[CH:25][N:26]=[CH:27][CH:28]=3)[S:21][CH:22]=2)=[O:16])[CH:11]=[CH:10][CH:9]=1.